From a dataset of Forward reaction prediction with 1.9M reactions from USPTO patents (1976-2016). Predict the product of the given reaction. (1) Given the reactants [Br:1][C:2]1[C:3]([F:24])=[C:4]([CH:21]=[CH:22][CH:23]=1)[C:5]([NH:7][C:8]1[CH:13]=[CH:12][CH:11]=[C:10]([C:14]2[N:18]([CH3:19])[C:17]([CH3:20])=[N:16][CH:15]=2)[CH:9]=1)=O.P(Cl)(Cl)(Cl)(Cl)Cl.C[Si](C)(C)[O:33][NH2:34], predict the reaction product. The product is: [Br:1][C:2]1[C:3]([F:24])=[C:4]([C:5](=[N:34][OH:33])[NH:7][C:8]2[CH:13]=[CH:12][CH:11]=[C:10]([C:14]3[N:18]([CH3:19])[C:17]([CH3:20])=[N:16][CH:15]=3)[CH:9]=2)[CH:21]=[CH:22][CH:23]=1. (2) Given the reactants [H-].[Na+].[N:3]1[N:12]2[C:6]([CH2:7][O:8][C:9]3[CH:16]=[CH:15][CH:14]=[CH:13][C:10]=3[CH2:11]2)=[CH:5][C:4]=1[CH2:17][OH:18].C[N+]1([O-])CCOCC1.C(#N)C, predict the reaction product. The product is: [NH:3]1[N:12]2[C:6](=[CH:7][O:8][C:9]3[CH:16]=[CH:15][CH:14]=[CH:13][C:10]=3[CH2:11]2)[CH:5]=[C:4]1[CH:17]=[O:18]. (3) The product is: [N:1]([C:2]1[CH:3]=[N:4][CH:5]=[CH:6][C:7]=1[C@@H:8]1[CH2:13][C@H:12]([CH3:14])[CH2:11][C@H:10]([NH:15][C:16](=[O:22])[O:17][C:18]([CH3:21])([CH3:20])[CH3:19])[CH2:9]1)=[C:23]=[S:24]. Given the reactants [NH2:1][C:2]1[CH:3]=[N:4][CH:5]=[CH:6][C:7]=1[C@@H:8]1[CH2:13][C@H:12]([CH3:14])[CH2:11][C@H:10]([NH:15][C:16](=[O:22])[O:17][C:18]([CH3:21])([CH3:20])[CH3:19])[CH2:9]1.[C:23](N1C=CN=C1)(N1C=CN=C1)=[S:24], predict the reaction product. (4) Given the reactants Cl[C:2]1[C:11]2[C:6](=[CH:7][C:8]([O:14][CH2:15][CH2:16][CH2:17][N:18]3[CH2:23][CH2:22][CH2:21][CH2:20][CH2:19]3)=[C:9]([O:12][CH3:13])[CH:10]=2)[N:5]=[CH:4][N:3]=1.[OH:24][C:25]1[CH:26]=[C:27]2[C:31](=[CH:32][CH:33]=1)[NH:30][CH:29]=[CH:28]2, predict the reaction product. The product is: [NH:30]1[C:31]2[C:27](=[CH:26][C:25]([O:24][C:2]3[C:11]4[C:6](=[CH:7][C:8]([O:14][CH2:15][CH2:16][CH2:17][N:18]5[CH2:23][CH2:22][CH2:21][CH2:20][CH2:19]5)=[C:9]([O:12][CH3:13])[CH:10]=4)[N:5]=[CH:4][N:3]=3)=[CH:33][CH:32]=2)[CH:28]=[CH:29]1.